Task: Predict which catalyst facilitates the given reaction.. Dataset: Catalyst prediction with 721,799 reactions and 888 catalyst types from USPTO (1) Reactant: [C:1]1([S:7]([O-:9])=[O:8])[CH:6]=[CH:5][CH:4]=[CH:3][CH:2]=1.[Na+].F[C:12]1[CH:19]=[CH:18][C:15]([CH:16]=[O:17])=[CH:14][CH:13]=1.O. Product: [C:1]1([S:7]([C:12]2[CH:19]=[CH:18][C:15]([CH:16]=[O:17])=[CH:14][CH:13]=2)(=[O:9])=[O:8])[CH:6]=[CH:5][CH:4]=[CH:3][CH:2]=1. The catalyst class is: 16. (2) Product: [Br:11][C:12]1[CH:13]=[C:14]([Cl:28])[C:15]([N:18]2[CH2:27][CH2:26][CH2:25][C:20]3([CH2:24][N:23]([C:36]([NH:35][CH:29]4[CH2:34][CH2:33][CH2:32][CH2:31][CH2:30]4)=[O:37])[CH2:22][CH2:21]3)[CH2:19]2)=[N:16][CH:17]=1. Reactant: C(N(CC)C(C)C)(C)C.Cl.[Br:11][C:12]1[CH:13]=[C:14]([Cl:28])[C:15]([N:18]2[CH2:27][CH2:26][CH2:25][C:20]3([CH2:24][NH:23][CH2:22][CH2:21]3)[CH2:19]2)=[N:16][CH:17]=1.[CH:29]1([N:35]=[C:36]=[O:37])[CH2:34][CH2:33][CH2:32][CH2:31][CH2:30]1. The catalyst class is: 382.